Dataset: Aqueous solubility values for 9,982 compounds from the AqSolDB database. Task: Regression/Classification. Given a drug SMILES string, predict its absorption, distribution, metabolism, or excretion properties. Task type varies by dataset: regression for continuous measurements (e.g., permeability, clearance, half-life) or binary classification for categorical outcomes (e.g., BBB penetration, CYP inhibition). For this dataset (solubility_aqsoldb), we predict Y. (1) The drug is C[C@@H]1O[C@@H](O[C@H]2[C@H](Oc3cc(O)c4c(c3)O[C@H](c3ccc(O)cc3)CC4=O)O[C@H](CO)[C@@H](O)[C@@H]2O)[C@H](O)[C@H](O)[C@H]1O. The Y is -2.72 log mol/L. (2) The compound is Nc1ccc(S(=O)(=O)[O-])cc1.[Na+]. The Y is 0.0380 log mol/L. (3) The molecule is O=C=O. The Y is -1.47 log mol/L. (4) The Y is -2.70 log mol/L. The molecule is C=CCc1ccc(OC(C)=O)c(OC)c1. (5) The compound is O=c1[nH]c2cc(N=Cc3c([O-])ccc4ccccc34)c(N=Cc3c([O-])ccc4ccccc34)cc2[nH]1.[Ni+2]. The Y is -7.63 log mol/L.